Dataset: Peptide-MHC class II binding affinity with 134,281 pairs from IEDB. Task: Regression. Given a peptide amino acid sequence and an MHC pseudo amino acid sequence, predict their binding affinity value. This is MHC class II binding data. (1) The peptide sequence is AEDVIPEGWKADTSY. The MHC is DRB4_0101 with pseudo-sequence DRB4_0103. The binding affinity (normalized) is 0.204. (2) The peptide sequence is DKRHDGGCRKELAAV. The binding affinity (normalized) is 0.0143. The MHC is DRB1_1302 with pseudo-sequence DRB1_1302. (3) The peptide sequence is EADKLEDDLADICFD. The MHC is DRB1_0101 with pseudo-sequence DRB1_0101. The binding affinity (normalized) is 0.121. (4) The peptide sequence is GSDPKKLVLNIKYTR. The MHC is HLA-DPA10103-DPB10301 with pseudo-sequence HLA-DPA10103-DPB10301. The binding affinity (normalized) is 0. (5) The peptide sequence is WQKGEEVQVIAVEPG. The MHC is DRB4_0101 with pseudo-sequence DRB4_0103. The binding affinity (normalized) is 0.265. (6) The peptide sequence is EAVGKLDPTNTLWLD. The MHC is DRB1_0101 with pseudo-sequence DRB1_0101. The binding affinity (normalized) is 0.713. (7) The peptide sequence is TMLLGMLMICSAA. The MHC is DRB1_1101 with pseudo-sequence DRB1_1101. The binding affinity (normalized) is 0.265. (8) The peptide sequence is YDKFLANVSTVLTGE. The MHC is DRB1_1001 with pseudo-sequence DRB1_1001. The binding affinity (normalized) is 0.666.